This data is from Reaction yield outcomes from USPTO patents with 853,638 reactions. The task is: Predict the reaction yield, written as a fraction of the theoretical maximum amount of product (1.0 means a 100% yield; for example, 0.34 means a 34% yield). (1) The reactants are O[CH:2]1[N:6]([C:7]2[CH:12]=[CH:11][C:10]([I:13])=[CH:9][N:8]=2)[C:5](=[O:14])[CH2:4][C:3]1([CH3:16])[CH3:15].FC(F)(F)C(OC(=O)C(F)(F)F)=O.FC(F)(F)C(O)=O.C([SiH](CC)CC)C. The catalyst is C(Cl)Cl. The product is [I:13][C:10]1[CH:11]=[CH:12][C:7]([N:6]2[CH2:2][C:3]([CH3:15])([CH3:16])[CH2:4][C:5]2=[O:14])=[N:8][CH:9]=1. The yield is 0.800. (2) The reactants are Br[C:2]1[C:7]2=[N:8][S:9][N:10]=[C:6]2[C:5](Br)=[C:4]([F:12])[C:3]=1[F:13].[CH2:14]([C:26]1[CH:27]=[C:28]([Sn](C)(C)C)[S:29][CH:30]=1)[CH2:15][CH2:16][CH2:17][CH2:18][CH2:19][CH2:20][CH2:21][CH2:22][CH2:23][CH2:24][CH3:25]. The catalyst is C1C=CC([P]([Pd]([P](C2C=CC=CC=2)(C2C=CC=CC=2)C2C=CC=CC=2)([P](C2C=CC=CC=2)(C2C=CC=CC=2)C2C=CC=CC=2)[P](C2C=CC=CC=2)(C2C=CC=CC=2)C2C=CC=CC=2)(C2C=CC=CC=2)C2C=CC=CC=2)=CC=1.C1(C)C=CC=CC=1. The product is [CH2:14]([C:26]1[CH:27]=[C:28]([C:2]2[C:7]3=[N:8][S:9][N:10]=[C:6]3[C:5]([C:28]3[S:29][CH:30]=[C:26]([CH2:14][CH2:15][CH2:16][CH2:17][CH2:18][CH2:19][CH2:20][CH2:21][CH2:22][CH2:23][CH2:24][CH3:25])[CH:27]=3)=[C:4]([F:12])[C:3]=2[F:13])[S:29][CH:30]=1)[CH2:15][CH2:16][CH2:17][CH2:18][CH2:19][CH2:20][CH2:21][CH2:22][CH2:23][CH2:24][CH3:25]. The yield is 0.895. (3) The reactants are [CH3:1][O:2][C:3]([NH:5][C@H:6]([C:10]([N:12]1[CH2:16][C@@H:15]([CH3:17])[CH2:14][C@H:13]1[C:18]1[NH:22][C:21]2[C:23]3[C:28]([CH:29]=[CH:30][C:20]=2[N:19]=1)=[CH:27][C:26]1[C:31]2[C:36]([CH2:37][O:38][C:25]=1[CH:24]=3)=[CH:35][C:34]([C:39]1[NH:43][C:42]([C@@H:44]3[CH2:48][CH2:47][CH2:46][N:45]3[C:49](OC(C)(C)C)=[O:50])=[N:41][CH:40]=1)=[CH:33][CH:32]=2)=[O:11])[CH:7]([CH3:9])[CH3:8])=[O:4].Cl.[CH3:57][O:58][C:59]([NH:61][C@H:62]([C:66]1[CH:71]=[CH:70][CH:69]=[CH:68][CH:67]=1)C(O)=O)=[O:60].CCOC(C(C#N)=NOC(N1CCOCC1)=[N+](C)C)=O.F[P-](F)(F)(F)(F)F.CCN(C(C)C)C(C)C. The catalyst is C(Cl)Cl.CO.CCOC(C)=O.CN(C=O)C.CO. The product is [CH3:1][O:2][C:3]([NH:5][C@@H:6]([CH:7]([CH3:9])[CH3:8])[C:10]([N:12]1[CH2:16][C@@H:15]([CH3:17])[CH2:14][C@H:13]1[C:18]1[NH:22][C:21]2[C:23]3[C:28]([CH:29]=[CH:30][C:20]=2[N:19]=1)=[CH:27][C:26]1[C:31]2[C:36]([CH2:37][O:38][C:25]=1[CH:24]=3)=[CH:35][C:34]([C:39]1[NH:43][C:42]([C@@H:44]3[CH2:48][CH2:47][CH2:46][N:45]3[C:49](=[O:50])[C@H:62]([NH:61][C:59](=[O:60])[O:58][CH3:57])[C:66]3[CH:71]=[CH:70][CH:69]=[CH:68][CH:67]=3)=[N:41][CH:40]=1)=[CH:33][CH:32]=2)=[O:11])=[O:4]. The yield is 0.450. (4) The reactants are [OH:1][CH2:2][CH2:3][CH2:4][CH2:5][CH2:6][CH2:7][CH2:8][CH2:9][CH2:10][CH2:11][CH2:12][O:13][C:14]1[CH:21]=[CH:20][C:17]([CH:18]=O)=[CH:16][CH:15]=1.[CH2:22]1[O:30][C:29]2[CH:28]=[CH:27][C:26]([CH2:31][C:32]#[N:33])=[CH:25][C:24]=2[O:23]1. No catalyst specified. The product is [O:30]1[C:29]2[CH:28]=[CH:27][C:26](/[C:31](=[CH:18]/[C:17]3[CH:20]=[CH:21][C:14]([O:13][CH2:12][CH2:11][CH2:10][CH2:9][CH2:8][CH2:7][CH2:6][CH2:5][CH2:4][CH2:3][CH2:2][OH:1])=[CH:15][CH:16]=3)/[C:32]#[N:33])=[CH:25][C:24]=2[O:23][CH2:22]1. The yield is 0.730.